Task: Regression. Given a peptide amino acid sequence and an MHC pseudo amino acid sequence, predict their binding affinity value. This is MHC class II binding data.. Dataset: Peptide-MHC class II binding affinity with 134,281 pairs from IEDB (1) The peptide sequence is YDKFLANVSTVLCGK. The MHC is DRB1_1101 with pseudo-sequence DRB1_1101. The binding affinity (normalized) is 0.545. (2) The peptide sequence is YVKFLANVSTVLTGK. The MHC is DRB1_1101 with pseudo-sequence DRB1_1101. The binding affinity (normalized) is 0.710. (3) The peptide sequence is AVSMTGVMRGNHYAF. The MHC is DRB3_0202 with pseudo-sequence DRB3_0202. The binding affinity (normalized) is 0.529. (4) The peptide sequence is VLAKSPDTTCSEIEE. The MHC is DRB5_0101 with pseudo-sequence DRB5_0101. The binding affinity (normalized) is 0.421. (5) The peptide sequence is WFILDGDNLFPKV. The MHC is DRB1_0401 with pseudo-sequence DRB1_0401. The binding affinity (normalized) is 0.157.